This data is from Full USPTO retrosynthesis dataset with 1.9M reactions from patents (1976-2016). The task is: Predict the reactants needed to synthesize the given product. (1) Given the product [Br:1][C:2]1[N:7]=[CH:6][C:5]2[N:8]=[C:9]([CH3:10])[N:15]([CH:16]([CH3:21])[C:17]([F:20])([F:19])[F:18])[C:4]=2[CH:3]=1, predict the reactants needed to synthesize it. The reactants are: [Br:1][C:2]1[N:7]=[CH:6][C:5](/[N:8]=[CH:9]/[CH:10](OCC)C)=[C:4]([NH:15][CH:16]([CH3:21])[C:17]([F:20])([F:19])[F:18])[CH:3]=1.C(=O)([O-])[O-].[K+].[K+].CN(C)C=O. (2) The reactants are: C(OC(=O)O[C@H:6]1[CH2:10][C@@H:9]([N:11]2[CH:19]=[N:18][C:17]3[C:12]2=[N:13][C:14]([Cl:21])=[N:15][C:16]=3[Cl:20])[CH:8]=[CH:7]1)C.C1(P(C2C=CC=CC=2)C2C=CC=CC=2)C=CC=CC=1.[NH:42]1[CH:46]=[CH:45][N:44]=[N:43]1. Given the product [Cl:21][C:14]1[N:13]=[C:12]2[C:17]([N:18]=[CH:19][N:11]2[C@@H:9]2[CH2:10][C@H:6]([N:43]3[N:44]=[CH:45][CH:46]=[N:42]3)[CH:7]=[CH:8]2)=[C:16]([Cl:20])[N:15]=1, predict the reactants needed to synthesize it. (3) Given the product [F:64][C:61]1[CH:62]=[CH:63][C:58]([CH:54]([C:51]2[CH:50]=[CH:49][C:48]([F:47])=[CH:53][CH:52]=2)[C:55]([N:2]([CH3:7])[CH2:3][CH2:4][CH2:5][N:26]2[CH2:27][CH2:28][CH:23]([C:20]3[CH:21]=[N:22][C:17]([F:16])=[CH:18][CH:19]=3)[CH2:24][CH2:25]2)=[O:57])=[CH:59][CH:60]=1, predict the reactants needed to synthesize it. The reactants are: Cl.[NH:2]1[CH2:7]C[C:5]2(C3C(=CC=CC=3)CO2)[CH2:4][CH2:3]1.[F:16][C:17]1[N:22]=[CH:21][C:20]([CH:23]2[CH2:28][CH2:27][NH:26][CH2:25][CH2:24]2)=[CH:19][CH:18]=1.FC1C=C(C(N2CCCC2=O)C(O)=O)C=CC=1F.[F:47][C:48]1[CH:53]=[CH:52][C:51]([CH:54]([C:58]2[CH:63]=[CH:62][C:61]([F:64])=[CH:60][CH:59]=2)[C:55]([OH:57])=O)=[CH:50][CH:49]=1. (4) Given the product [CH3:1][CH2:2][C@@:3]1([OH:59])[CH2:21][N:19]2[CH2:20][C@H:5]([CH2:6][C@:7]([C:55]([O:57][CH3:58])=[O:56])([C:22]3[CH:23]=[C:24]4[C@:32]56[C@@H:36]7[C@:37]([CH2:52][CH3:53])([C@@H:41]([O:48][C:49]([CH3:51])=[O:50])[C@:42]([OH:47])([C:43]([O:45][CH3:46])=[O:44])[C@@H:31]5[N:30]([CH3:54])[C:25]4=[CH:26][C:27]=3[O:28][CH3:29])[CH:38]=[CH:39][CH2:40][N:35]7[CH2:34][CH2:33]6)[C:8]3[NH:16][C:15]4[CH:14]=[CH:13][CH:12]=[CH:11][C:10]=4[C:9]=3[CH2:17][CH2:18]2)[CH2:4]1, predict the reactants needed to synthesize it. The reactants are: [CH3:1][CH2:2][C@@:3]1([OH:59])[CH2:21][N:19]2[CH2:20][C@H:5]([CH2:6][C@:7]([C:55]([O:57][CH3:58])=[O:56])([C:22]3[CH:23]=[C:24]4[C@:32]56[C@@H:36]7[C@:37]([CH2:52][CH3:53])([C@@H:41]([O:48][C:49]([CH3:51])=[O:50])[C@:42]([OH:47])([C:43]([O:45][CH3:46])=[O:44])[C@@H:31]5[N:30]([CH3:54])[C:25]4=[CH:26][C:27]=3[O:28][CH3:29])[CH:38]=[CH:39][CH2:40][N:35]7[CH2:34][CH2:33]6)[C:8]3[NH:16][C:15]4[CH:14]=[CH:13][CH:12]=[CH:11][C:10]=4[C:9]=3[CH2:17][CH2:18]2)[CH2:4]1.OS(O)(=O)=O.C(=O)([O-])[O-].[Na+].[Na+]. (5) The reactants are: [C:1]([O:5][C:6](=[O:15])[CH2:7]/[N:8]=[CH:9]/[CH2:10][C:11]([CH3:14])([CH3:13])[CH3:12])([CH3:4])([CH3:3])[CH3:2].[Cl:16][C:17]1[CH:22]=[CH:21][C:20](/[C:23](=[CH:26]/[C:27]2[CH:32]=[C:31]([Cl:33])[CH:30]=[CH:29][C:28]=2[O:34][CH3:35])/[C:24]#[N:25])=[C:19]([F:36])[CH:18]=1.C(N(CC)CC)C. Given the product [C:1]([O:5][C:6]([CH:7]1[CH:26]([C:27]2[CH:32]=[C:31]([Cl:33])[CH:30]=[CH:29][C:28]=2[O:34][CH3:35])[C:23]([C:20]2[CH:21]=[CH:22][C:17]([Cl:16])=[CH:18][C:19]=2[F:36])([C:24]#[N:25])[CH:9]([CH2:10][C:11]([CH3:14])([CH3:13])[CH3:12])[NH:8]1)=[O:15])([CH3:4])([CH3:3])[CH3:2], predict the reactants needed to synthesize it.